From a dataset of Full USPTO retrosynthesis dataset with 1.9M reactions from patents (1976-2016). Predict the reactants needed to synthesize the given product. (1) Given the product [F:1][C:2]1[CH:3]=[C:4]([O:5][CH2:6][C:7]2[S:11][C:10]([C:12]3[CH:13]=[CH:14][C:15]([C:18]([F:20])([F:21])[F:19])=[CH:16][CH:17]=3)=[N:9][C:8]=2[CH2:22][N:33]2[CH2:37][CH2:36][CH2:35][CH2:34]2)[CH:24]=[CH:25][C:26]=1[C:27]1[NH:31][C:30](=[O:32])[O:29][N:28]=1, predict the reactants needed to synthesize it. The reactants are: [F:1][C:2]1[CH:3]=[C:4]([CH:24]=[CH:25][C:26]=1[C:27]1[NH:31][C:30](=[O:32])[O:29][N:28]=1)[O:5][CH2:6][C:7]1[S:11][C:10]([C:12]2[CH:17]=[CH:16][C:15]([C:18]([F:21])([F:20])[F:19])=[CH:14][CH:13]=2)=[N:9][C:8]=1[CH:22]=O.[NH:33]1[CH2:37][CH2:36][CH2:35][CH2:34]1.C([BH3-])#N.[Na+]. (2) Given the product [Br:1][C:2]1[CH:3]=[CH:4][C:5]([OH:11])=[C:6]([CH:10]=1)[C:7]([NH:16][C:15]1[CH:17]=[CH:18][CH:19]=[C:13]([Cl:12])[CH:14]=1)=[O:9], predict the reactants needed to synthesize it. The reactants are: [Br:1][C:2]1[CH:10]=[C:6]([C:7]([OH:9])=O)[C:5]([OH:11])=[CH:4][CH:3]=1.[Cl:12][C:13]1[CH:14]=[C:15]([CH:17]=[CH:18][CH:19]=1)[NH2:16].